This data is from Full USPTO retrosynthesis dataset with 1.9M reactions from patents (1976-2016). The task is: Predict the reactants needed to synthesize the given product. (1) Given the product [CH3:7][O:6][C:5]1[CH:4]=[C:3]([CH:11]=[CH:10][C:8]=1[O:9][S:19]([C:22]([F:25])([F:24])[F:23])(=[O:20])=[O:18])[CH:2]=[O:1], predict the reactants needed to synthesize it. The reactants are: [O:1]=[CH:2][C:3]1[CH:11]=[CH:10][C:8]([OH:9])=[C:5]([O:6][CH3:7])[CH:4]=1.N1C=CC=CC=1.[O:18](S(C(F)(F)F)(=O)=O)[S:19]([C:22]([F:25])([F:24])[F:23])(=O)=[O:20]. (2) Given the product [CH:29]1([CH2:24][C:25]#[N:26])[CH2:34][CH2:33][CH2:32][CH2:31][CH2:30]1, predict the reactants needed to synthesize it. The reactants are: IP(I)I.BrC1C=C2C(=CC=1)OC1C=NC(Cl)=CC=1C2(CO[CH:24]([CH:29]1[CH2:34][CH2:33][CH2:32][CH2:31][CH2:30]1)[CH2:25][N+:26]([O-])=O)N. (3) The reactants are: Cl[C:2]1[N:3]=[N:4][C:5]([C:8]2[CH:13]=[CH:12][CH:11]=[CH:10][CH:9]=2)=[CH:6][CH:7]=1.[NH:14]1[C:22]2[C:17](=[CH:18][CH:19]=[CH:20][C:21]=2[C:23]([NH2:25])=[O:24])[CH:16]=[N:15]1. Given the product [C:8]1([C:5]2[N:4]=[N:3][C:2]([N:15]3[CH:16]=[C:17]4[C:22]([C:21]([C:23]([NH2:25])=[O:24])=[CH:20][CH:19]=[CH:18]4)=[N:14]3)=[CH:7][CH:6]=2)[CH:13]=[CH:12][CH:11]=[CH:10][CH:9]=1, predict the reactants needed to synthesize it. (4) Given the product [CH3:25][CH:24]([O:26][C@H:27]1[CH2:28][CH2:29][C@H:30]([N:33]2[CH2:34][CH2:35][CH:36]([NH:39][C:2]3[CH:3]=[C:4]([CH3:11])[CH:5]=[CH:6][C:7]=3[N+:8]([O-:10])=[O:9])[CH2:37][CH2:38]2)[CH2:31][CH2:32]1)[CH3:23], predict the reactants needed to synthesize it. The reactants are: F[C:2]1[CH:3]=[C:4]([CH3:11])[CH:5]=[CH:6][C:7]=1[N+:8]([O-:10])=[O:9].C(N(C(C)C)CC)(C)C.Cl.Cl.[CH3:23][CH:24]([O:26][C@H:27]1[CH2:32][CH2:31][C@H:30]([N:33]2[CH2:38][CH2:37][CH:36]([NH2:39])[CH2:35][CH2:34]2)[CH2:29][CH2:28]1)[CH3:25]. (5) Given the product [CH3:31][N:26]1[C:23]2=[N:24][CH:25]=[C:20]([C:18]([NH:17][CH2:16][C:15]3[CH:29]=[CH:30][C:12]([S:9]([C:3]4[CH:4]=[CH:5][CH:6]=[CH:7][CH:8]=4)(=[O:10])=[O:11])=[CH:13][CH:14]=3)=[O:19])[CH:21]=[C:22]2[CH:28]=[N:27]1, predict the reactants needed to synthesize it. The reactants are: IC.[C:3]1([S:9]([C:12]2[CH:30]=[CH:29][C:15]([CH2:16][NH:17][C:18]([C:20]3[CH:21]=[C:22]4[CH:28]=[N:27][NH:26][C:23]4=[N:24][CH:25]=3)=[O:19])=[CH:14][CH:13]=2)(=[O:11])=[O:10])[CH:8]=[CH:7][CH:6]=[CH:5][CH:4]=1.[C:31](=O)([O-])[O-].[K+].[K+]. (6) Given the product [NH2:12][C:8]1[CH:9]=[CH:10][CH:11]=[C:4]([NH:3][CH2:1][CH3:2])[C:5]=1[C:6]#[N:7], predict the reactants needed to synthesize it. The reactants are: [CH2:1]([NH:3][C:4]1[CH:11]=[CH:10][CH:9]=[C:8]([N+:12]([O-])=O)[C:5]=1[C:6]#[N:7])[CH3:2]. (7) Given the product [ClH:1].[Cl:1][C:2]1[C:9]([F:10])=[CH:8][C:5]([CH2:6][CH2:21][NH2:22])=[C:4]([O:11][C:12]2[CH:17]=[CH:16][CH:15]=[C:14]([O:18][CH3:19])[C:13]=2[CH3:20])[CH:3]=1, predict the reactants needed to synthesize it. The reactants are: [Cl:1][C:2]1[C:9]([F:10])=[CH:8][C:5]([CH:6]=O)=[C:4]([O:11][C:12]2[CH:17]=[CH:16][CH:15]=[C:14]([O:18][CH3:19])[C:13]=2[CH3:20])[CH:3]=1.[CH3:21][NH2:22].C(O)(=O)C.[BH-](OC(C)=O)(OC(C)=O)OC(C)=O.[Na+].